Task: Predict the product of the given reaction.. Dataset: Forward reaction prediction with 1.9M reactions from USPTO patents (1976-2016) (1) Given the reactants FC(F)(F)C(O)=O.[CH3:8][N:9]([CH3:63])[CH2:10][CH2:11][CH2:12][NH:13][C:14]([C:16]1[CH:21]=[CH:20][C:19]([C:22]2[CH:27]=[CH:26][C:25]([CH2:28][C@H:29]([NH:44][C:45]([C@H:47]3[CH2:52][CH2:51][C@H:50]([CH2:53][NH:54]C(=O)OC(C)(C)C)[CH2:49][CH2:48]3)=[O:46])[C:30](=[O:43])[NH:31][C:32]3[CH:37]=[CH:36][C:35]([C:38]4[N:39]=[N:40][NH:41][N:42]=4)=[CH:34][CH:33]=3)=[CH:24][CH:23]=2)=[C:18]([CH3:62])[CH:17]=1)=[O:15].[ClH:64], predict the reaction product. The product is: [ClH:64].[NH2:54][CH2:53][C@H:50]1[CH2:51][CH2:52][C@H:47]([C:45]([NH:44][C@H:29]([C:30](=[O:43])[NH:31][C:32]2[CH:33]=[CH:34][C:35]([C:38]3[N:39]=[N:40][NH:41][N:42]=3)=[CH:36][CH:37]=2)[CH2:28][C:25]2[CH:24]=[CH:23][C:22]([C:19]3[CH:20]=[CH:21][C:16]([C:14]([NH:13][CH2:12][CH2:11][CH2:10][N:9]([CH3:63])[CH3:8])=[O:15])=[CH:17][C:18]=3[CH3:62])=[CH:27][CH:26]=2)=[O:46])[CH2:48][CH2:49]1. (2) The product is: [ClH:31].[NH2:7][C@H:8]([C:14](=[O:15])[N:16]1[CH2:17][C:18]([F:23])([F:24])[C:19]([F:21])([F:22])[CH2:20]1)[CH2:9][CH2:10][CH2:11][CH2:12][NH:13][S:28]([N:27]([CH3:32])[CH3:26])(=[O:30])=[O:29]. Given the reactants C(OC(=O)[NH:7][C@H:8]([C:14]([N:16]1[CH2:20][C:19]([F:22])([F:21])[C:18]([F:24])([F:23])[CH2:17]1)=[O:15])[CH2:9][CH2:10][CH2:11][CH2:12][NH2:13])(C)(C)C.[CH3:26][N:27]([CH3:32])[S:28]([Cl:31])(=[O:30])=[O:29], predict the reaction product. (3) Given the reactants Cl[C:2]1C=CC=C2C=1C=C(OC(C)C)N=C2F.[Cl:17][C:18]1[C:27]2[C:22](=[CH:23][C:24]([F:28])=[CH:25][CH:26]=2)[CH:21]=[C:20]([OH:29])[N:19]=1.IC, predict the reaction product. The product is: [Cl:17][C:18]1[C:27]2[C:22](=[CH:23][C:24]([F:28])=[CH:25][CH:26]=2)[CH:21]=[C:20]([O:29][CH3:2])[N:19]=1. (4) Given the reactants [F:1][C:2]1[CH:7]=[CH:6][C:5]([C:8]2[N:12]([CH3:13])[NH:11][C:10](=[O:14])[CH:9]=2)=[CH:4][CH:3]=1.[F:15][C:16]([F:29])([F:28])[S:17](O[S:17]([C:16]([F:29])([F:28])[F:15])(=[O:19])=[O:18])(=[O:19])=[O:18], predict the reaction product. The product is: [F:1][C:2]1[CH:3]=[CH:4][C:5]([C:8]2[N:12]([CH3:13])[N:11]=[C:10]([O:14][S:17]([C:16]([F:29])([F:28])[F:15])(=[O:19])=[O:18])[CH:9]=2)=[CH:6][CH:7]=1. (5) Given the reactants Br[C:2]1[CH:3]=[CH:4][C:5]([CH2:8][O:9][Si:10]([C:13]([CH3:16])([CH3:15])[CH3:14])([CH3:12])[CH3:11])=[N:6][CH:7]=1.O.[CH3:18][N:19]1CCCC1=O, predict the reaction product. The product is: [Si:10]([O:9][CH2:8][C:5]1[CH:4]=[CH:3][C:2]([C:18]#[N:19])=[CH:7][N:6]=1)([C:13]([CH3:16])([CH3:15])[CH3:14])([CH3:12])[CH3:11]. (6) The product is: [N:39]1([CH2:44][CH2:45][CH2:46][N:47]2[CH2:48][CH2:49][CH:50]([CH2:53][NH:54][C:6](=[O:8])[C:5]3[CH:9]=[C:10]([Cl:11])[C:2]([NH2:1])=[CH:3][C:4]=3[O:12][CH3:13])[CH2:51][CH2:52]2)[CH:43]=[CH:42][N:41]=[N:40]1. Given the reactants [NH2:1][C:2]1[C:10]([Cl:11])=[CH:9][C:5]([C:6]([OH:8])=O)=[C:4]([O:12][CH3:13])[CH:3]=1.C(N1C=CN=C1)(N1C=CN=C1)=O.C(N(CC)CC)C.C(O)(=O)C(O)=O.[N:39]1([CH2:44][CH2:45][CH2:46][N:47]2[CH2:52][CH2:51][CH:50]([CH2:53][NH2:54])[CH2:49][CH2:48]2)[CH:43]=[CH:42][N:41]=[N:40]1, predict the reaction product.